Task: Predict the reaction yield, written as a fraction of the theoretical maximum amount of product (1.0 means a 100% yield; for example, 0.34 means a 34% yield).. Dataset: Reaction yield outcomes from USPTO patents with 853,638 reactions (1) The reactants are [OH:1][C@H:2]1[CH2:19][CH2:18][C@@:17]2([CH3:20])[C@@H:4]([CH2:5][CH2:6][C@:7]3([CH3:38])[C@@H:16]2[CH2:15][CH2:14][C@H:13]2[C@@:8]3([CH3:37])[CH2:9][CH2:10][C@@:11]3([C:27]([O:29][CH2:30][C:31]4[CH:36]=[CH:35][CH:34]=[CH:33][CH:32]=4)=[O:28])[CH2:23][CH2:22][C@@H:21]([C:24]([CH3:26])=[CH2:25])[C@@H:12]32)[C:3]1([CH3:40])[CH3:39].C1C=C[NH+]=CC=1.[O-][Cr](Cl)(=O)=O. The catalyst is ClCCl. The product is [CH3:37][C@:8]12[C@@:7]3([CH3:38])[C@@H:16]([C@:17]4([CH3:20])[C@@H:4]([CH2:5][CH2:6]3)[C:3]([CH3:39])([CH3:40])[C:2](=[O:1])[CH2:19][CH2:18]4)[CH2:15][CH2:14][C@@H:13]1[C@H:12]1[C@H:21]([C:24]([CH3:26])=[CH2:25])[CH2:22][CH2:23][C@:11]1([C:27]([O:29][CH2:30][C:31]1[CH:32]=[CH:33][CH:34]=[CH:35][CH:36]=1)=[O:28])[CH2:10][CH2:9]2. The yield is 0.980. (2) The reactants are [Cl:1][C:2]1[N:3]=[C:4]([C:9]([NH:11][C:12]2[CH:17]=[CH:16][C:15]([C:18]3[O:19][CH:20]=[C:21]([C:23]([O:25]C)=[O:24])[N:22]=3)=[CH:14][C:13]=2[O:27][CH3:28])=[O:10])[NH:5][C:6]=1[CH2:7][CH3:8].[OH-].[Li+].CO. The catalyst is O1CCCC1. The product is [Cl:1][C:2]1[N:3]=[C:4]([C:9]([NH:11][C:12]2[CH:17]=[CH:16][C:15]([C:18]3[O:19][CH:20]=[C:21]([C:23]([OH:25])=[O:24])[N:22]=3)=[CH:14][C:13]=2[O:27][CH3:28])=[O:10])[NH:5][C:6]=1[CH2:7][CH3:8]. The yield is 0.620. (3) The reactants are [Cl-].O[NH3+:3].[C:4](=[O:7])([O-])[OH:5].[Na+].CS(C)=O.[Si]([O:20][CH2:21][C:22]([CH3:58])([CH3:57])[O:23][C:24]1[CH:29]=[CH:28][C:27]([N:30]2[C:35](=[O:36])[C:34]([CH2:37][C:38]3[CH:43]=[CH:42][C:41]([C:44]4[C:45]([C:50]#[N:51])=[CH:46][CH:47]=[CH:48][CH:49]=4)=[CH:40][CH:39]=3)=[C:33]([CH2:52][CH2:53][CH3:54])[N:32]=[C:31]2[CH2:55][CH3:56])=[CH:26][CH:25]=1)(C(C)(C)C)(C)C. The catalyst is O. The product is [CH2:55]([C:31]1[N:30]([C:27]2[CH:26]=[CH:25][C:24]([O:23][C:22]([CH3:57])([CH3:58])[CH2:21][OH:20])=[CH:29][CH:28]=2)[C:35](=[O:36])[C:34]([CH2:37][C:38]2[CH:43]=[CH:42][C:41]([C:44]3[CH:49]=[CH:48][CH:47]=[CH:46][C:45]=3[C:50]3[NH:3][C:4](=[O:7])[O:5][N:51]=3)=[CH:40][CH:39]=2)=[C:33]([CH2:52][CH2:53][CH3:54])[N:32]=1)[CH3:56]. The yield is 0.720. (4) The reactants are [H-].[Na+].[CH3:3][N:4]1[C:8]2[NH:9][C:10](=[O:17])[CH:11]=[C:12]([C:13]([F:16])([F:15])[F:14])[C:7]=2[C:6]([C:18]2[CH:23]=[CH:22][CH:21]=[CH:20][CH:19]=2)=[CH:5]1.Br[CH2:25][C:26]([O:28]CC)=[O:27].O. The catalyst is CN(C=O)C. The product is [CH3:3][N:4]1[C:8]2=[N:9][C:10]([O:17][CH2:25][C:26]([OH:28])=[O:27])=[CH:11][C:12]([C:13]([F:14])([F:16])[F:15])=[C:7]2[C:6]([C:18]2[CH:23]=[CH:22][CH:21]=[CH:20][CH:19]=2)=[CH:5]1. The yield is 0.590. (5) The reactants are Br[C:2]1[N:6]2[N:7]=[C:8]([Cl:11])[CH:9]=[CH:10][C:5]2=[N:4][CH:3]=1.CC[Mg+].[Br-].[F:16][C:17]1[C:26]([CH:27]=[O:28])=[C:25]([F:29])[CH:24]=[C:23]2[C:18]=1[CH:19]=[CH:20][CH:21]=[N:22]2. The catalyst is C1COCC1. The product is [Cl:11][C:8]1[CH:9]=[CH:10][C:5]2[N:6]([C:2]([CH:27]([C:26]3[C:17]([F:16])=[C:18]4[C:23](=[CH:24][C:25]=3[F:29])[N:22]=[CH:21][CH:20]=[CH:19]4)[OH:28])=[CH:3][N:4]=2)[N:7]=1. The yield is 0.970. (6) The reactants are [F:1][C:2]1[CH:11]=[C:10]2[C:5]([C:6](=[O:17])[C:7]([C:12]([O:14]CC)=[O:13])=[CH:8][NH:9]2)=[CH:4][C:3]=1[O:18][CH3:19].[OH-].[Na+].Cl. No catalyst specified. The product is [F:1][C:2]1[CH:11]=[C:10]2[C:5]([C:6](=[O:17])[C:7]([C:12]([OH:14])=[O:13])=[CH:8][NH:9]2)=[CH:4][C:3]=1[O:18][CH3:19]. The yield is 0.140.